Predict the reactants needed to synthesize the given product. From a dataset of Full USPTO retrosynthesis dataset with 1.9M reactions from patents (1976-2016). (1) The reactants are: COC1C=CC(C[N:8]2[CH:16]=[N:15][C:14]3[C:9]2=[N:10][CH:11]=[N:12][C:13]=3[C:17]2[C:18]([NH:23][C:24]3[C:25]([CH3:43])=[CH:26][CH:27]=[C:28]4[C:33]=3[N:32]=[CH:31][N:30]=[C:29]4[NH:34][C:35]3[CH:42]=[CH:41][C:38]([C:39]#[N:40])=[CH:37][CH:36]=3)=[N:19][CH:20]=[CH:21][CH:22]=2)=CC=1. Given the product [N:12]1[C:13]([C:17]2[C:18]([NH:23][C:24]3[C:25]([CH3:43])=[CH:26][CH:27]=[C:28]4[C:33]=3[N:32]=[CH:31][N:30]=[C:29]4[NH:34][C:35]3[CH:36]=[CH:37][C:38]([C:39]#[N:40])=[CH:41][CH:42]=3)=[N:19][CH:20]=[CH:21][CH:22]=2)=[C:14]2[C:9]([NH:8][CH:16]=[N:15]2)=[N:10][CH:11]=1, predict the reactants needed to synthesize it. (2) Given the product [F:27][C:28]1[CH:29]=[C:30]([C:2]2[C:7](=[O:8])[N:6]3[C:9]([CH3:13])=[CH:10][CH:11]=[CH:12][C:5]3=[N:4][C:3]=2[CH:14]([NH:17][C:18]2[N:26]=[CH:25][N:24]=[C:23]3[C:19]=2[N:20]=[CH:21][NH:22]3)[CH2:15][CH3:16])[CH:31]=[N:32][CH:33]=1, predict the reactants needed to synthesize it. The reactants are: I[C:2]1[C:7](=[O:8])[N:6]2[C:9]([CH3:13])=[CH:10][CH:11]=[CH:12][C:5]2=[N:4][C:3]=1[CH:14]([NH:17][C:18]1[N:26]=[CH:25][N:24]=[C:23]2[C:19]=1[N:20]=[CH:21][NH:22]2)[CH2:15][CH3:16].[F:27][C:28]1[CH:29]=[C:30](B(O)O)[CH:31]=[N:32][CH:33]=1.C(=O)([O-])[O-].[Na+].[Na+]. (3) Given the product [NH2:1][C:2]1[C:7]([C:8](=[O:9])[C:10]2[CH:15]=[C:14]([F:16])[CH:13]=[CH:12][C:11]=2[O:17][CH3:18])=[CH:6][N:5]=[C:4]([NH:19][CH:20]2[CH2:21][CH2:22][N:23]([S:26]([CH2:29][CH2:30][CH2:31][O:42][C:39](=[O:41])[CH3:40])(=[O:28])=[O:27])[CH2:24][CH2:25]2)[N:3]=1, predict the reactants needed to synthesize it. The reactants are: [NH2:1][C:2]1[C:7]([C:8]([C:10]2[CH:15]=[C:14]([F:16])[CH:13]=[CH:12][C:11]=2[O:17][CH3:18])=[O:9])=[CH:6][N:5]=[C:4]([NH:19][CH:20]2[CH2:25][CH2:24][N:23]([S:26]([CH2:29][CH2:30][CH2:31]N3CCCC3)(=[O:28])=[O:27])[CH2:22][CH2:21]2)[N:3]=1.[I-].[K+].[C:39]([O-:42])(=[O:41])[CH3:40].[K+]. (4) The reactants are: Cl[C:2]1[C:11]2[C:6](=[CH:7][CH:8]=[C:9]([N+:12]([O-:14])=[O:13])[CH:10]=2)[N:5]=[CH:4][C:3]=1[C:15]#[N:16].[CH:17]1([NH2:24])[CH2:23][CH2:22][CH2:21][CH2:20][CH2:19][CH2:18]1. Given the product [CH:17]1([NH:24][C:2]2[C:11]3[C:6](=[CH:7][CH:8]=[C:9]([N+:12]([O-:14])=[O:13])[CH:10]=3)[N:5]=[CH:4][C:3]=2[C:15]#[N:16])[CH2:23][CH2:22][CH2:21][CH2:20][CH2:19][CH2:18]1, predict the reactants needed to synthesize it. (5) Given the product [NH2:1][C:2]1[S:6][C:5]([C:7]([NH:15][CH:12]2[CH2:14][CH2:13]2)=[O:9])=[N:4][N:3]=1, predict the reactants needed to synthesize it. The reactants are: [NH2:1][C:2]1[S:6][C:5]([C:7]([O:9]CC)=O)=[N:4][N:3]=1.[CH:12]1([NH2:15])[CH2:14][CH2:13]1. (6) The reactants are: C(P1(=O)OP(CCC)(=O)OP(CCC)(=O)O1)CC.[Cl:19][C:20]1[CH:25]=[CH:24][C:23](/[CH:26]=[CH:27]/[C:28]([N:30]2[CH2:35][CH2:34][CH:33]([C:36]([NH:38][NH2:39])=[O:37])[CH2:32][CH2:31]2)=[O:29])=[C:22]([CH2:40][N:41]2[N:45]=[N:44][C:43]([CH3:46])=[N:42]2)[CH:21]=1.[C:47](O)(=[O:50])[CH2:48][CH3:49].C(N(CC)CC)C. Given the product [Cl:19][C:20]1[CH:25]=[CH:24][C:23](/[CH:26]=[CH:27]/[C:28]([N:30]2[CH2:35][CH2:34][CH:33]([C:36]([NH:38][NH:39][C:47](=[O:50])[CH2:48][CH3:49])=[O:37])[CH2:32][CH2:31]2)=[O:29])=[C:22]([CH2:40][N:41]2[N:45]=[N:44][C:43]([CH3:46])=[N:42]2)[CH:21]=1, predict the reactants needed to synthesize it. (7) Given the product [Si:28]([O:27][CH2:26][C@H:7]1[CH2:6][C:5]2[C:10](=[CH:11][CH:12]=[CH:13][C:4]=2[C:1]([OH:3])([CH3:35])[CH3:2])[C@H:9]([CH3:14])[N:8]1[C:15](=[O:25])[CH2:16][C:17]1[C:22]([Cl:23])=[CH:21][CH:20]=[CH:19][C:18]=1[Cl:24])([C:31]([CH3:33])([CH3:32])[CH3:34])([CH3:30])[CH3:29], predict the reactants needed to synthesize it. The reactants are: [C:1]([C:4]1[CH:13]=[CH:12][CH:11]=[C:10]2[C:5]=1[CH2:6][C@H:7]([CH2:26][O:27][Si:28]([C:31]([CH3:34])([CH3:33])[CH3:32])([CH3:30])[CH3:29])[N:8]([C:15](=[O:25])[CH2:16][C:17]1[C:22]([Cl:23])=[CH:21][CH:20]=[CH:19][C:18]=1[Cl:24])[C@H:9]2[CH3:14])(=[O:3])[CH3:2].[CH3:35][Mg]Cl.O. (8) Given the product [Cl:54][C:55]1[CH:56]=[C:57]([CH:61]([NH:63][C:7]2[C:6]([C:26]#[N:27])=[C:5]([NH:4][CH:1]3[CH2:3][CH2:2]3)[N:10]3[N:11]=[CH:12][C:13]([CH:14]=[C:15]4[C:19](=[O:20])[NH:18][C:17](=[O:21])[NH:16]4)=[C:9]3[N:8]=2)[CH3:62])[CH:58]=[CH:59][CH:60]=1, predict the reactants needed to synthesize it. The reactants are: [CH:1]1([NH:4][C:5]2[N:10]3[N:11]=[CH:12][C:13]([CH:14]=[C:15]4[C:19](=[O:20])[NH:18][C:17](=[O:21])[NH:16]4)=[C:9]3[N:8]=[C:7](S(C)(=O)=O)[C:6]=2[C:26]#[N:27])[CH2:3][CH2:2]1.C1(NC2N3N=CC(C=C4C(=O)NC(=O)N4)=C3N=C(S(C)=O)C=2C#N)CC1.[Cl:54][C:55]1[CH:56]=[C:57]([C@H:61]([NH2:63])[CH3:62])[CH:58]=[CH:59][CH:60]=1.